Dataset: Kir2.1 potassium channel HTS with 301,493 compounds. Task: Binary Classification. Given a drug SMILES string, predict its activity (active/inactive) in a high-throughput screening assay against a specified biological target. (1) The result is 0 (inactive). The drug is Clc1ccc(NC(=O)CCSc2oc(nn2)c2ccncc2)cc1. (2) The result is 0 (inactive). The compound is Fc1ccc(n2ncc3c2ncn(c3=O)CC(OCc2ccccc2)=O)cc1. (3) The drug is O(CCCCNC)c1c(Cc2ccccc2)cccc1. The result is 1 (active). (4) The compound is s1c=2n(C(=N)/C(=C\c3oc(cc3)C)C(=O)N2)cc1C. The result is 0 (inactive). (5) The compound is S(=O)(=O)(N1CCCC1)c1ccc(Oc2ccc(cc2)C#N)nc1. The result is 0 (inactive). (6) The drug is S(=O)(=O)(NCc1ccccc1)c1cc(c(O)cc1)C(OCC(=O)NCCc1cc(OC)c(OC)cc1)=O. The result is 0 (inactive). (7) The compound is S(=O)(=O)(c1c2c(n(c1)C)cccc2)CC(=O)Nc1cc2OCCOc2cc1. The result is 0 (inactive). (8) The drug is S(=O)(=O)(NC(C(C)C)C(=O)N1CCN(CC1)CC)c1cc2sc(nc2cc1)C. The result is 0 (inactive). (9) The molecule is Clc1c2oc(c(c2ccc1)C)C(=O)N(CC(=O)Nc1c(cccc1)C(F)(F)F)CC. The result is 0 (inactive).